Dataset: Reaction yield outcomes from USPTO patents with 853,638 reactions. Task: Predict the reaction yield, written as a fraction of the theoretical maximum amount of product (1.0 means a 100% yield; for example, 0.34 means a 34% yield). (1) The reactants are [Br:1][C:2]1[CH:9]=[CH:8][C:5]([CH2:6]Br)=[CH:4][CH:3]=1.[C:10]1([C@@H:16]2[O:21][CH2:20][CH2:19][NH:18][CH2:17]2)[CH:15]=[CH:14][CH:13]=[CH:12][CH:11]=1.C(=O)([O-])[O-].[K+].[K+]. The catalyst is C(#N)C. The product is [Br:1][C:2]1[CH:9]=[CH:8][C:5]([CH2:6][N:18]2[CH2:19][CH2:20][O:21][C@@H:16]([C:10]3[CH:15]=[CH:14][CH:13]=[CH:12][CH:11]=3)[CH2:17]2)=[CH:4][CH:3]=1. The yield is 0.680. (2) The reactants are FC(F)(F)C(O)=O.[CH3:8][C:9]1[CH:13]=[C:12]([C:14]2[CH:15]=[CH:16][C:17]3[N:18]([C:20]([CH2:23][NH:24]C(=O)OC(C)(C)C)=[N:21][N:22]=3)[N:19]=2)[S:11][N:10]=1. The catalyst is C(Cl)Cl. The product is [CH3:8][C:9]1[CH:13]=[C:12]([C:14]2[CH:15]=[CH:16][C:17]3[N:18]([C:20]([CH2:23][NH2:24])=[N:21][N:22]=3)[N:19]=2)[S:11][N:10]=1. The yield is 0.690. (3) The reactants are [CH3:1][O:2][C:3]([C:5]1[S:6][C:7]([C:19]2[CH:24]=[CH:23][CH:22]=[CH:21][CH:20]=2)=[CH:8][C:9]=1[NH:10][CH2:11][CH:12]1[CH2:17][CH2:16][CH2:15][N:14]([CH3:18])[CH2:13]1)=[O:4].[CH3:25][C@H:26]1[CH2:31][CH2:30][C@H:29]([C:32](Cl)=[O:33])[CH2:28][CH2:27]1. The catalyst is ClCCCl.CCOC(C)=O. The product is [CH3:1][O:2][C:3]([C:5]1[S:6][C:7]([C:19]2[CH:20]=[CH:21][CH:22]=[CH:23][CH:24]=2)=[CH:8][C:9]=1[N:10]([C:32]([CH:29]1[CH2:30][CH2:31][CH:26]([CH3:25])[CH2:27][CH2:28]1)=[O:33])[CH2:11][CH:12]1[CH2:17][CH2:16][CH2:15][N:14]([CH3:18])[CH2:13]1)=[O:4]. The yield is 0.950. (4) The reactants are [NH:1]1[CH:5]=[CH:4][CH:3]=[C:2]1[C:6]([O:8][CH3:9])=[O:7].[H-].[Na+].Br.Br[CH2:14][C:15]([C:17]1[CH:18]=[N:19][CH:20]=[CH:21][CH:22]=1)=[O:16].[NH4+].[Cl-]. The catalyst is CN(C=O)C.CCOC(C)=O. The product is [O:16]=[C:15]([C:17]1[CH:18]=[N:19][CH:20]=[CH:21][CH:22]=1)[CH2:14][N:1]1[CH:5]=[CH:4][CH:3]=[C:2]1[C:6]([O:8][CH3:9])=[O:7]. The yield is 0.190.